From a dataset of Forward reaction prediction with 1.9M reactions from USPTO patents (1976-2016). Predict the product of the given reaction. (1) Given the reactants [N+:1]([C:4]1[CH:5]=[C:6]([CH:14]=[CH:15][CH:16]=1)[C:7]([O:9][C:10]([CH3:13])([CH3:12])[CH3:11])=[O:8])([O-])=O, predict the reaction product. The product is: [NH2:1][C:4]1[CH:5]=[C:6]([CH:14]=[CH:15][CH:16]=1)[C:7]([O:9][C:10]([CH3:12])([CH3:13])[CH3:11])=[O:8]. (2) Given the reactants Br[CH2:2][CH2:3][CH2:4][CH2:5][Cl:6].C(=O)([O-])[O-].[Cs+].[Cs+].[OH:13][C:14]1[CH:19]=[CH:18][CH:17]=[CH:16][C:15]=1/[CH:20]=[CH:21]/[CH:22]([CH2:35][C:36]1[CH:41]=[CH:40][C:39]([C:42]([O:44][CH3:45])=[O:43])=[CH:38][CH:37]=1)[CH2:23][CH2:24][C:25]1[CH:34]=[CH:33][C:28]([C:29]([O:31][CH3:32])=[O:30])=[CH:27][CH:26]=1, predict the reaction product. The product is: [Cl:6][CH2:5][CH2:4][CH2:3][CH2:2][O:13][C:14]1[CH:19]=[CH:18][CH:17]=[CH:16][C:15]=1/[CH:20]=[CH:21]/[CH:22]([CH2:35][C:36]1[CH:37]=[CH:38][C:39]([C:42]([O:44][CH3:45])=[O:43])=[CH:40][CH:41]=1)[CH2:23][CH2:24][C:25]1[CH:34]=[CH:33][C:28]([C:29]([O:31][CH3:32])=[O:30])=[CH:27][CH:26]=1. (3) Given the reactants [I-].[Li+].[C:3]([O:6][CH2:7][CH2:8][CH2:9][CH2:10][C:11]#[C:12][CH2:13][O:14][C:15]1[CH:20]=[CH:19][C:18]([S:21]([N:24]2[CH2:29][CH2:28][S:27][C:26]([CH3:31])([CH3:30])[C@@H:25]2[C:32]([O:34]C(C)(C)C)=[O:33])(=[O:23])=[O:22])=[CH:17][CH:16]=1)(=[O:5])[CH3:4], predict the reaction product. The product is: [C:3]([O:6][CH2:7][CH2:8][CH2:9][CH2:10][C:11]#[C:12][CH2:13][O:14][C:15]1[CH:16]=[CH:17][C:18]([S:21]([N:24]2[CH2:29][CH2:28][S:27][C:26]([CH3:30])([CH3:31])[C@@H:25]2[C:32]([OH:34])=[O:33])(=[O:22])=[O:23])=[CH:19][CH:20]=1)(=[O:5])[CH3:4]. (4) Given the reactants [Si:1]([O:18][C@@H:19]1[CH2:35][C:34]2[C@@:22]([CH3:38])([CH:23]3[CH:31]([CH2:32][CH:33]=2)[CH:30]2[C@@:26]([CH3:37])([C:27](=[O:36])[CH2:28][CH2:29]2)[CH2:25][CH2:24]3)[CH2:21][CH2:20]1)([C:14]([CH3:17])([CH3:16])[CH3:15])([C:8]1[CH:13]=[CH:12][CH:11]=[CH:10][CH:9]=1)[C:2]1[CH:7]=[CH:6][CH:5]=[CH:4][CH:3]=1.C1COCC1.[BH4-].[Na+], predict the reaction product. The product is: [Si:1]([O:18][C@@H:19]1[CH2:35][C:34]2[C@@:22]([CH3:38])([CH:23]3[CH:31]([CH2:32][CH:33]=2)[CH:30]2[C@@:26]([CH3:37])([C@@H:27]([OH:36])[CH2:28][CH2:29]2)[CH2:25][CH2:24]3)[CH2:21][CH2:20]1)([C:14]([CH3:17])([CH3:16])[CH3:15])([C:8]1[CH:9]=[CH:10][CH:11]=[CH:12][CH:13]=1)[C:2]1[CH:3]=[CH:4][CH:5]=[CH:6][CH:7]=1. (5) The product is: [CH3:27][O:26][C:24]([N:16]1[C:17]2[CH2:18][CH:19]3[N:11]([S:8]([C:5]4[CH:4]=[CH:3][C:2]([Cl:1])=[CH:7][CH:6]=4)(=[O:9])=[O:10])[CH:12]([CH2:22][N:21]([C:24]([O:26][CH3:27])=[O:25])[CH2:20]3)[C:13]=2[CH:14]=[N:15]1)=[O:25]. Given the reactants [Cl:1][C:2]1[CH:7]=[CH:6][C:5]([S:8]([N:11]2[CH:19]3[CH2:20][NH:21][CH2:22][CH:12]2[C:13]2[CH:14]=[N:15][NH:16][C:17]=2[CH2:18]3)(=[O:10])=[O:9])=[CH:4][CH:3]=1.Cl[C:24]([O:26][CH3:27])=[O:25], predict the reaction product. (6) Given the reactants [Cl:1][C:2]1[CH:3]=[CH:4][C:5]([C:20]#[N:21])=[C:6]([C:8]2[CH:13]=[CH:12][N:11]([CH:14]([CH3:18])[C:15]([OH:17])=O)[C:10](=[O:19])[CH:9]=2)[CH:7]=1.[NH:22]1[C:26]([C:27]2[CH:33]=[CH:32][C:30]([NH2:31])=[CH:29][CH:28]=2)=[N:25][N:24]=[N:23]1, predict the reaction product. The product is: [Cl:1][C:2]1[CH:3]=[CH:4][C:5]([C:20]#[N:21])=[C:6]([C:8]2[CH:13]=[CH:12][N:11]([CH:14]([CH3:18])[C:15]([NH:31][C:30]3[CH:32]=[CH:33][C:27]([C:26]4[NH:25][N:24]=[N:23][N:22]=4)=[CH:28][CH:29]=3)=[O:17])[C:10](=[O:19])[CH:9]=2)[CH:7]=1.